This data is from Forward reaction prediction with 1.9M reactions from USPTO patents (1976-2016). The task is: Predict the product of the given reaction. (1) Given the reactants [CH3:1][O:2][C:3]1[CH:8]=[CH:7][C:6]([S:9]([NH:12][C:13]([CH3:18])([CH3:17])[C:14]([OH:16])=[O:15])(=[O:11])=[O:10])=[CH:5][CH:4]=1.C(N(CC)CC)C.F[P-](F)(F)(F)(F)F.[N:33]1([O:42][P+](N(C)C)(N(C)C)N(C)C)C2C=CC=CC=2N=N1.Cl.[CH2:54]([O:61][NH2:62])[C:55]1[CH:60]=[CH:59][CH:58]=[CH:57][CH:56]=1, predict the reaction product. The product is: [OH:42][NH:33][C:14](=[O:15])[C:13]([NH:12][S:9]([C:6]1[CH:7]=[CH:8][C:3]([O:2][CH3:1])=[CH:4][CH:5]=1)(=[O:11])=[O:10])([CH3:18])[CH3:17].[CH2:54]([O:61][NH:62][C:14](=[O:16])[C:13]([NH:12][S:9]([C:6]1[CH:5]=[CH:4][C:3]([O:2][CH3:1])=[CH:8][CH:7]=1)(=[O:10])=[O:11])([CH3:18])[CH3:17])[C:55]1[CH:60]=[CH:59][CH:58]=[CH:57][CH:56]=1. (2) Given the reactants [CH2:1]([O:3][C:4](=N)[CH2:5][CH2:6][CH2:7][O:8][C@H:9]1[CH2:14][CH2:13][C@H:12]([N:15]([CH3:29])[S:16]([C:19]2[CH:24]=[CH:23][C:22]([C:25]([F:28])([F:27])[F:26])=[CH:21][CH:20]=2)(=[O:18])=[O:17])[CH2:11][CH2:10]1)[CH3:2].CC[O:33]C(C)=O, predict the reaction product. The product is: [CH2:1]([O:3][C:4](=[O:33])[CH2:5][CH2:6][CH2:7][O:8][C@H:9]1[CH2:14][CH2:13][C@H:12]([N:15]([CH3:29])[S:16]([C:19]2[CH:24]=[CH:23][C:22]([C:25]([F:28])([F:27])[F:26])=[CH:21][CH:20]=2)(=[O:18])=[O:17])[CH2:11][CH2:10]1)[CH3:2]. (3) Given the reactants C([O:5][C:6]([CH:8]1[CH2:12][CH:11]([O:13][C:14]2[CH:19]=[C:18]([C:20]3[CH:25]=[CH:24][CH:23]=[CH:22][CH:21]=3)[N:17]=[C:16]([C:26]3[CH:31]=[CH:30][CH:29]=[CH:28][CH:27]=3)[N:15]=2)[CH2:10][CH:9]1[C:32](=[O:44])[NH:33][C:34]1([C:39]([O:41][CH2:42][CH3:43])=[O:40])[CH2:36][CH:35]1[CH:37]=[CH2:38])=[O:7])(C)(C)C.C([SiH](CC)CC)C.C(O)(C(F)(F)F)=O, predict the reaction product. The product is: [C:26]1([C:16]2[N:15]=[C:14]([O:13][CH:11]3[CH2:12][CH:8]([C:6]([OH:7])=[O:5])[CH:9]([C:32](=[O:44])[NH:33][C:34]4([C:39]([O:41][CH2:42][CH3:43])=[O:40])[CH2:36][CH:35]4[CH:37]=[CH2:38])[CH2:10]3)[CH:19]=[C:18]([C:20]3[CH:21]=[CH:22][CH:23]=[CH:24][CH:25]=3)[N:17]=2)[CH:31]=[CH:30][CH:29]=[CH:28][CH:27]=1. (4) Given the reactants [S:1]1[C:5]2[C:6]3[CH:14]=[CH:13][C:12]([C:15]#[N:16])=[CH:11][C:7]=3[O:8][CH2:9][CH2:10][C:4]=2[CH:3]=[CH:2]1.C1C(=O)N([Br:24])C(=O)C1, predict the reaction product. The product is: [Br:24][C:2]1[S:1][C:5]2[C:6]3[CH:14]=[CH:13][C:12]([C:15]#[N:16])=[CH:11][C:7]=3[O:8][CH2:9][CH2:10][C:4]=2[CH:3]=1.